Task: Predict the reaction yield, written as a fraction of the theoretical maximum amount of product (1.0 means a 100% yield; for example, 0.34 means a 34% yield).. Dataset: Reaction yield outcomes from USPTO patents with 853,638 reactions (1) The yield is 0.0500. The reactants are [Cl:1][C:2]1[CH:7]=[C:6]([Cl:8])[CH:5]=[CH:4][C:3]=1[C:9]1[C:10]([C:24]#[N:25])=[CH:11][C:12]2[N:13]([C:15]([N:18]3[CH2:23][CH2:22][O:21][CH2:20][CH2:19]3)=[N:16][N:17]=2)[CH:14]=1.B.C1COCC1. The catalyst is C1COCC1.CO. The product is [Cl:1][C:2]1[CH:7]=[C:6]([Cl:8])[CH:5]=[CH:4][C:3]=1[C:9]1[C:10]([CH2:24][NH2:25])=[CH:11][C:12]2[N:13]([C:15]([N:18]3[CH2:23][CH2:22][O:21][CH2:20][CH2:19]3)=[N:16][N:17]=2)[CH:14]=1. (2) The reactants are C(OC([NH:8][S:9]([NH:12][C:13]1[CH:18]=[CH:17][CH:16]=[C:15]([C:19]2[N:24]=[C:23]([C:25]3[CH:30]=[C:29]([C:31]4[CH:36]=[CH:35][C:34]([C:37]([F:40])([F:39])[F:38])=[CH:33][CH:32]=4)[CH:28]=[C:27]([CH3:41])[N:26]=3)[CH:22]=[CH:21][CH:20]=2)[CH:14]=1)(=[O:11])=[O:10])=O)(C)(C)C.C(O)(C(F)(F)F)=O. No catalyst specified. The product is [CH3:41][C:27]1[N:26]=[C:25]([C:23]2[CH:22]=[CH:21][CH:20]=[C:19]([C:15]3[CH:14]=[C:13]([NH:12][S:9]([NH2:8])(=[O:10])=[O:11])[CH:18]=[CH:17][CH:16]=3)[N:24]=2)[CH:30]=[C:29]([C:31]2[CH:36]=[CH:35][C:34]([C:37]([F:40])([F:38])[F:39])=[CH:33][CH:32]=2)[CH:28]=1. The yield is 0.980. (3) The reactants are [CH2:1]([O:5][C:6]1[CH:7]=[C:8]([CH:17]=[CH:18][CH:19]=1)[CH2:9][N:10]1[CH2:14][CH2:13][CH:12]([C:15]#[N:16])[CH2:11]1)[CH:2]([CH3:4])[CH3:3].[NH2:20][OH:21]. The catalyst is CCO. The product is [OH:21][NH:20][C:15]([CH:12]1[CH2:13][CH2:14][N:10]([CH2:9][C:8]2[CH:17]=[CH:18][CH:19]=[C:6]([O:5][CH2:1][CH:2]([CH3:4])[CH3:3])[CH:7]=2)[CH2:11]1)=[NH:16]. The yield is 0.790. (4) The reactants are [Cl:1][C:2]1[CH:3]=[C:4]([CH:7]=[C:8]([Cl:10])[CH:9]=1)[CH:5]=[O:6].[F:11][C:12]([Si](C)(C)C)([F:14])[F:13].CCCC[N+](CCCC)(CCCC)CCCC.[F-]. The catalyst is C1COCC1.Cl.O. The product is [Cl:1][C:2]1[CH:3]=[C:4]([CH:5]([OH:6])[C:12]([F:14])([F:13])[F:11])[CH:7]=[C:8]([Cl:10])[CH:9]=1. The yield is 0.600. (5) The reactants are [Cl:1][S:2]([OH:5])(=O)=[O:3].[Br:6][C:7]1[CH:16]=[CH:15][CH:14]=[C:13]2[C:8]=1[CH2:9][CH2:10][CH2:11][CH2:12]2. The catalyst is C(Cl)(Cl)Cl. The product is [Br:6][C:7]1[C:8]2[CH2:9][CH2:10][CH2:11][CH2:12][C:13]=2[C:14]([S:2]([Cl:1])(=[O:5])=[O:3])=[CH:15][CH:16]=1. The yield is 0.816. (6) The reactants are B1(C)OC(C2C=CC=CC=2)(C2C=CC=CC=2)[C@H]2N1CCC2.B.[C:23]([CH2:26][CH2:27][CH2:28][C:29]([O:31][CH2:32][CH3:33])=[O:30])(=[O:25])[CH3:24].C(=O)=O.C(O)(C)C.[Cl-].[NH4+]. The catalyst is ClCCl. The product is [OH:25][C@H:23]([CH3:24])[CH2:26][CH2:27][CH2:28][C:29]([O:31][CH2:32][CH3:33])=[O:30]. The yield is 0.650.